From a dataset of Forward reaction prediction with 1.9M reactions from USPTO patents (1976-2016). Predict the product of the given reaction. (1) Given the reactants [Cl:1][C:2]1[CH:3]=[C:4]([C:9]2[C:10]([N:15]3[CH2:20][CH2:19][NH:18][CH2:17][CH2:16]3)=[N:11][CH:12]=[CH:13][N:14]=2)[CH:5]=[CH:6][C:7]=1[Cl:8].[CH3:21][C:22]1[C:26]([CH:27]=O)=[C:25]([CH3:29])[N:24]([C:30]2[CH:35]=[CH:34][CH:33]=[CH:32][CH:31]=2)[N:23]=1.C(O[BH-](OC(=O)C)OC(=O)C)(=O)C.[Na+], predict the reaction product. The product is: [ClH:1].[Cl:1][C:2]1[CH:3]=[C:4]([C:9]2[C:10]([N:15]3[CH2:16][CH2:17][N:18]([CH2:27][C:26]4[C:22]([CH3:21])=[N:23][N:24]([C:30]5[CH:35]=[CH:34][CH:33]=[CH:32][CH:31]=5)[C:25]=4[CH3:29])[CH2:19][CH2:20]3)=[N:11][CH:12]=[CH:13][N:14]=2)[CH:5]=[CH:6][C:7]=1[Cl:8]. (2) Given the reactants [C:1](=O)(OC(Cl)(Cl)Cl)[O:2]C(Cl)(Cl)Cl.[F:13][CH2:14][CH2:15][N:16]1[CH2:21][CH2:20][CH:19]([NH2:22])[CH2:18][CH2:17]1.[CH3:23][O:24][C:25]1[CH:26]=[CH:27][CH:28]=[C:29]2[C:33]=1[CH:32]([NH:34][C:35]1[CH:44]=[CH:43][C:42]3[C:37](=[CH:38][CH:39]=[C:40]([NH2:45])[CH:41]=3)[N:36]=1)[CH2:31][CH2:30]2, predict the reaction product. The product is: [F:13][CH2:14][CH2:15][N:16]1[CH2:21][CH2:20][CH:19]([NH:22][C:1]([NH:45][C:40]2[CH:41]=[C:42]3[C:37](=[CH:38][CH:39]=2)[N:36]=[C:35]([NH:34][CH:32]2[C:33]4[C:29](=[CH:28][CH:27]=[CH:26][C:25]=4[O:24][CH3:23])[CH2:30][CH2:31]2)[CH:44]=[CH:43]3)=[O:2])[CH2:18][CH2:17]1. (3) Given the reactants BrC1C(OC)=C(C=CC=1CSC1C=CC=CC=1C)C(OCC)=O.[Br:24][C:25]1[C:26]([O:37][CH3:38])=[C:27]([C:32]([CH2:35]Br)=[CH:33][CH:34]=1)[C:28]([O:30][CH3:31])=[O:29].[Br:39][C:40]1[CH:45]=[CH:44][CH:43]=[CH:42][C:41]=1[SH:46], predict the reaction product. The product is: [Br:24][C:25]1[C:26]([O:37][CH3:38])=[C:27]([C:32]([CH2:35][S:46][C:41]2[CH:42]=[CH:43][CH:44]=[CH:45][C:40]=2[Br:39])=[CH:33][CH:34]=1)[C:28]([O:30][CH3:31])=[O:29]. (4) Given the reactants [F:1][C:2]1[CH:3]=[CH:4][C:5]([O:22][CH3:23])=[C:6]([CH:21]=1)[CH2:7][N:8]1[C:16]2[C:11](=[N:12][CH:13]=[CH:14][C:15]=2[CH3:17])[C:10]([C:18](O)=[O:19])=[CH:9]1.F[CH2:25][CH2:26][NH2:27].[CH2:28](N(CC)CC)[CH3:29].C(P1(=O)OP(CCC)(=O)OP(CCC)(=O)O1)CC, predict the reaction product. The product is: [CH:25]1([CH2:26][NH:27][C:18]([C:10]2[C:11]3=[N:12][CH:13]=[CH:14][C:15]([CH3:17])=[C:16]3[N:8]([CH2:7][C:6]3[CH:21]=[C:2]([F:1])[CH:3]=[CH:4][C:5]=3[O:22][CH3:23])[CH:9]=2)=[O:19])[CH2:29][CH2:28]1. (5) Given the reactants [CH3:1][NH:2][CH2:3][C:4]1[CH:5]=[C:6]2[C:10](=[CH:11][CH:12]=1)[N:9]([CH3:13])[CH:8]=[CH:7]2.Cl.[O:15]=[C:16]1[NH:25][C:24]2[N:23]=[CH:22][C:21](/[CH:26]=[CH:27]/[C:28](O)=[O:29])=[CH:20][C:19]=2[CH2:18][CH2:17]1, predict the reaction product. The product is: [CH3:1][N:2]([CH2:3][C:4]1[CH:5]=[C:6]2[C:10](=[CH:11][CH:12]=1)[N:9]([CH3:13])[CH:8]=[CH:7]2)[C:28](=[O:29])[CH:27]=[CH:26][C:21]1[CH:22]=[N:23][C:24]2[NH:25][C:16](=[O:15])[CH2:17][CH2:18][C:19]=2[CH:20]=1. (6) The product is: [NH2:15][C:14]1[CH:13]=[CH:12][C:11]([NH:22][C:23](=[O:31])[C:24]2[CH:29]=[CH:28][CH:27]=[CH:26][C:25]=2[F:30])=[CH:10][C:9]=1[C:7]#[N:8]. Given the reactants C(=O)([O-])[O-].[K+].[K+].[C:7]([C:9]1[CH:10]=[C:11]([NH:22][C:23](=[O:31])[C:24]2[CH:29]=[CH:28][CH:27]=[CH:26][C:25]=2[F:30])[CH:12]=[CH:13][C:14]=1[NH:15]C(=O)C(F)(F)F)#[N:8], predict the reaction product.